Task: Predict hERG channel inhibition at various concentrations.. Dataset: hERG Central: cardiac toxicity at 1µM, 10µM, and general inhibition The drug is O=C(OCC(=O)N1CCN(C(=O)c2ccco2)CC1)c1cn(-c2ccccc2)nc1-c1ccccc1. Results: hERG_inhib (hERG inhibition (general)): blocker.